This data is from Forward reaction prediction with 1.9M reactions from USPTO patents (1976-2016). The task is: Predict the product of the given reaction. (1) Given the reactants [CH3:1][C:2]1[CH:3]=[C:4]2[C:9](=[CH:10][CH:11]=1)[N:8]=[CH:7][CH:6]=[N:5]2.[Se](=O)=[O:13], predict the reaction product. The product is: [N:8]1[C:9]2[C:4](=[CH:3][C:2]([CH:1]=[O:13])=[CH:11][CH:10]=2)[N:5]=[CH:6][CH:7]=1. (2) Given the reactants C[O:2][C:3]1[CH:8]=[CH:7][CH:6]=[CH:5][C:4]=1[CH2:9][CH2:10][CH2:11][CH2:12][CH2:13][CH2:14][CH2:15]OC1C=CC=CC=1.B(Br)(Br)[Br:24], predict the reaction product. The product is: [Br:24][CH2:15][CH2:14][CH2:13][CH2:12][CH2:11][CH2:10][CH2:9][C:4]1[CH:5]=[CH:6][CH:7]=[CH:8][C:3]=1[OH:2]. (3) The product is: [C:23]([O:26][C:27]([N:18]1[CH2:17][CH2:16][N:15]([CH2:14][CH2:13][CH2:12][C:11]([C:5]2[C:4]3[C:8](=[CH:9][CH:10]=[C:2]([F:1])[CH:3]=3)[NH:7][CH:6]=2)=[O:21])[CH2:20][CH2:19]1)=[O:28])([CH3:25])([CH3:24])[CH3:22]. Given the reactants [F:1][C:2]1[CH:3]=[C:4]2[C:8](=[CH:9][CH:10]=1)[NH:7][CH:6]=[C:5]2[C:11](=[O:21])[CH2:12][CH2:13][CH2:14][N:15]1[CH2:20][CH2:19][NH:18][CH2:17][CH2:16]1.[CH3:22][C:23]([O:26][C:27](O[C:27]([O:26][C:23]([CH3:25])([CH3:24])[CH3:22])=[O:28])=[O:28])([CH3:25])[CH3:24].ClCCl.CO, predict the reaction product. (4) Given the reactants [CH3:1][C:2]1([N:8]2[CH2:13][CH2:12][N:11]([C:14]([O:16][C:17]([CH3:20])([CH3:19])[CH3:18])=[O:15])[CH2:10][CH2:9]2)[CH2:7][CH2:6][NH:5][CH2:4][CH2:3]1.O=[CH:22][C:23]([O:25][CH2:26][CH3:27])=[O:24].C(O[BH-](OC(=O)C)OC(=O)C)(=O)C.[Na+].C([O-])(O)=O.[Na+], predict the reaction product. The product is: [CH2:26]([O:25][C:23]([CH2:22][N:5]1[CH2:6][CH2:7][C:2]([N:8]2[CH2:9][CH2:10][N:11]([C:14]([O:16][C:17]([CH3:20])([CH3:19])[CH3:18])=[O:15])[CH2:12][CH2:13]2)([CH3:1])[CH2:3][CH2:4]1)=[O:24])[CH3:27]. (5) Given the reactants O[C:2]1[N:3]=[CH:4][C:5]([C:8]([OH:10])=O)=[N:6][CH:7]=1.C(N(C(C)C)CC)(C)C.[CH3:20][N:21]1[CH2:26][CH2:25][NH:24][CH2:23][CH2:22]1.O.S(Cl)([Cl:30])=O, predict the reaction product. The product is: [Cl:30][C:2]1[CH:7]=[N:6][C:5]([C:8]([N:24]2[CH2:25][CH2:26][N:21]([CH3:20])[CH2:22][CH2:23]2)=[O:10])=[CH:4][N:3]=1. (6) Given the reactants Cl[CH2:2][CH2:3][CH2:4][O:5][C:6]1[CH:11]=[CH:10][C:9]([C:12]2[CH:17]=[CH:16][C:15]([C:18]([N:20]3[CH2:24][CH2:23][CH2:22][CH2:21]3)=[O:19])=[CH:14][CH:13]=2)=[CH:8][CH:7]=1.[NH:25]1[CH2:30][CH2:29][CH2:28][C@@H:27]([OH:31])[CH2:26]1, predict the reaction product. The product is: [N:20]1([C:18]([C:15]2[CH:16]=[CH:17][C:12]([C:9]3[CH:10]=[CH:11][C:6]([O:5][CH2:4][CH2:3][CH2:2][N:25]4[CH2:30][CH2:29][CH2:28][C@@H:27]([OH:31])[CH2:26]4)=[CH:7][CH:8]=3)=[CH:13][CH:14]=2)=[O:19])[CH2:24][CH2:23][CH2:22][CH2:21]1. (7) Given the reactants [C:1]([N:8]1C=CN=C1)([N:3]1[CH:7]=[CH:6]N=C1)=[O:2].O1[CH2:17][CH2:16][CH2:15][CH2:14]1, predict the reaction product. The product is: [N:3]1[C:1](=[O:2])[N:8]=[C:14]2[CH:15]=[CH:16][CH:17]=[CH:6][C:7]=12.